This data is from Full USPTO retrosynthesis dataset with 1.9M reactions from patents (1976-2016). The task is: Predict the reactants needed to synthesize the given product. (1) Given the product [C:15]1([C:14]2[O:21][C:5]([C:4]([OH:3])=[O:13])=[C:6]([C:7]([F:8])([F:9])[F:10])[N:22]=2)[CH:20]=[CH:19][CH:18]=[CH:17][CH:16]=1.[CH2:1]([O:3][C:4]([CH:5]1[O:21][C:14]([C:15]2[CH:20]=[CH:19][CH:18]=[CH:17][CH:16]=2)=[N:22][C:6]1([OH:11])[C:7]([F:10])([F:9])[F:8])=[O:13])[CH3:2], predict the reactants needed to synthesize it. The reactants are: [CH2:1]([O:3][C:4](=[O:13])[CH:5](Cl)[C:6](=[O:11])[C:7]([F:10])([F:9])[F:8])[CH3:2].[C:14]([NH2:22])(=[O:21])[C:15]1[CH:20]=[CH:19][CH:18]=[CH:17][CH:16]=1. (2) Given the product [OH:11][CH2:10][CH2:9][C:5]1[CH:4]=[C:3]([CH:8]=[CH:7][CH:6]=1)[CH2:2][N:28]1[CH2:29][CH2:30][C:15]2([O:14][C:13]([CH3:12])([CH3:31])[CH2:18][N:17]([C:19]([O:21][C:22]([CH3:25])([CH3:24])[CH3:23])=[O:20])[CH2:16]2)[CH2:26][CH2:27]1, predict the reactants needed to synthesize it. The reactants are: Br[CH2:2][C:3]1[CH:4]=[C:5]([CH2:9][CH2:10][OH:11])[CH:6]=[CH:7][CH:8]=1.[CH3:12][C:13]1([CH3:31])[CH2:18][N:17]([C:19]([O:21][C:22]([CH3:25])([CH3:24])[CH3:23])=[O:20])[CH2:16][C:15]2([CH2:30][CH2:29][NH:28][CH2:27][CH2:26]2)[O:14]1.C(N(CC)CC)C. (3) The reactants are: [C:1](=O)([O-])[O-].[K+].[K+].CI.[OH:9][C:10]1[CH:14]=[C:13]([C:15]([F:18])([F:17])[F:16])[N:12]([CH3:19])[N:11]=1.O. Given the product [CH3:1][O:9][C:10]1[CH:14]=[C:13]([C:15]([F:16])([F:18])[F:17])[N:12]([CH3:19])[N:11]=1, predict the reactants needed to synthesize it. (4) The reactants are: [Cl:1][C:2]1[C:7]([N:8]2[CH2:17][CH2:16][N:15]3[C@H:10]([CH2:11][O:12][C:13]([CH3:19])([CH3:18])[CH2:14]3)[CH2:9]2)=[CH:6][C:5]([C:20]#[N:21])=[CH:4][C:3]=1[NH:22]C(=O)OC(C)(C)C.N1C(C)=CC=CC=1C.FC(F)(F)S(O[Si](C)(C)C)(=O)=O. Given the product [NH2:22][C:3]1[CH:4]=[C:5]([CH:6]=[C:7]([N:8]2[CH2:17][CH2:16][N:15]3[C@H:10]([CH2:11][O:12][C:13]([CH3:19])([CH3:18])[CH2:14]3)[CH2:9]2)[C:2]=1[Cl:1])[C:20]#[N:21], predict the reactants needed to synthesize it. (5) The reactants are: Br[C:2]1[N:3]=[C:4]2[CH:10]=[CH:9][NH:8][C:5]2=[N:6][CH:7]=1.[Cl:11][C:12]1[CH:17]=[CH:16][C:15](B(O)O)=[CH:14][CH:13]=1.C(=O)([O-])[O-].[K+].[K+].Cl. Given the product [Cl:11][C:12]1[CH:17]=[CH:16][C:15]([C:2]2[N:3]=[C:4]3[CH:10]=[CH:9][NH:8][C:5]3=[N:6][CH:7]=2)=[CH:14][CH:13]=1, predict the reactants needed to synthesize it.